Task: Predict the reactants needed to synthesize the given product.. Dataset: Full USPTO retrosynthesis dataset with 1.9M reactions from patents (1976-2016) (1) Given the product [CH3:12][C@H:11]1[CH2:10][N:9]([C:24]([O:26][C:27]([CH3:30])([CH3:29])[CH3:28])=[O:25])[CH2:8][CH2:7][CH2:6][N:13]1[C:14]([O:16][CH2:17][C:18]1[CH:23]=[CH:22][CH:21]=[CH:20][CH:19]=1)=[O:15], predict the reactants needed to synthesize it. The reactants are: CS(O[CH2:6][CH2:7][CH2:8][N:9]([C:24]([O:26][C:27]([CH3:30])([CH3:29])[CH3:28])=[O:25])[CH2:10][C@@H:11]([NH:13][C:14]([O:16][CH2:17][C:18]1[CH:23]=[CH:22][CH:21]=[CH:20][CH:19]=1)=[O:15])[CH3:12])(=O)=O.[H-].[Na+].O. (2) Given the product [CH2:1]([S:5]([C:8]1[CH:17]=[CH:16][C:11]([C:12]([OH:14])=[O:13])=[CH:10][CH:9]=1)(=[O:7])=[O:6])[CH:2]([CH3:4])[CH3:3], predict the reactants needed to synthesize it. The reactants are: [CH2:1]([S:5]([C:8]1[CH:17]=[CH:16][C:11]([C:12]([O:14]C)=[O:13])=[CH:10][CH:9]=1)(=[O:7])=[O:6])[CH:2]([CH3:4])[CH3:3].[OH-].[Na+]. (3) Given the product [Br:1][C:2]1[CH:3]=[C:4]([F:11])[C:5]([C:8]([Cl:14])=[O:9])=[N:6][CH:7]=1, predict the reactants needed to synthesize it. The reactants are: [Br:1][C:2]1[CH:3]=[C:4]([F:11])[C:5]([C:8](O)=[O:9])=[N:6][CH:7]=1.S(Cl)([Cl:14])=O. (4) Given the product [F:1][C:2]1[CH:3]=[C:4]([C:9]([C:11]2[C:20]([N+:21]([O-:23])=[O:22])=[C:19]3[C:14]([CH:15]=[CH:16][CH:17]=[N:18]3)=[CH:13][CH:12]=2)=[O:10])[CH:5]=[CH:6][C:7]=1[F:8], predict the reactants needed to synthesize it. The reactants are: [F:1][C:2]1[CH:3]=[C:4]([CH:9]([C:11]2[C:20]([N+:21]([O-:23])=[O:22])=[C:19]3[C:14]([CH:15]=[CH:16][CH:17]=[N:18]3)=[CH:13][CH:12]=2)[OH:10])[CH:5]=[CH:6][C:7]=1[F:8]. (5) Given the product [F:29][C:23]1[CH:24]=[C:25]([I:28])[CH:26]=[CH:27][C:22]=1[NH:21][C:20]1[N:19]([CH3:30])[C:18](=[O:31])[C:17]2[CH2:32][CH2:33][CH2:34][C:16]=2[C:15]=1[C:13]([NH:12][O:11][CH2:10][C@@H:9]([OH:8])[CH3:35])=[O:14], predict the reactants needed to synthesize it. The reactants are: [Si]([O:8][C@@H:9]([CH3:35])[CH2:10][O:11][NH:12][C:13]([C:15]1[C:16]2[CH2:34][CH2:33][CH2:32][C:17]=2[C:18](=[O:31])[N:19]([CH3:30])[C:20]=1[NH:21][C:22]1[CH:27]=[CH:26][C:25]([I:28])=[CH:24][C:23]=1[F:29])=[O:14])(C(C)(C)C)(C)C.CCCC[N+](CCCC)(CCCC)CCCC.[F-]. (6) The reactants are: [BH4-].[Na+].[Cl:3][C:4]1[N:8]2[CH:9]=[C:10]([C:17]3[CH:21]=[CH:20][O:19][CH:18]=3)[CH:11]=[C:12]([C:13]([F:16])([F:15])[F:14])[C:7]2=[N:6][C:5]=1[C:22]([N:24]1[CH2:29][CH2:28][CH:27]([N:30]2[C:34](=O)[CH2:33][O:32][C:31]2=[O:36])[CH2:26][CH2:25]1)=[O:23].C(=O)(O)[O-].[Na+].CCN(CC)CC.CS(Cl)(=O)=O. Given the product [Cl:3][C:4]1[N:8]2[CH:9]=[C:10]([C:17]3[CH:21]=[CH:20][O:19][CH:18]=3)[CH:11]=[C:12]([C:13]([F:14])([F:15])[F:16])[C:7]2=[N:6][C:5]=1[C:22]([N:24]1[CH2:29][CH2:28][CH:27]([N:30]2[CH:34]=[CH:33][O:32][C:31]2=[O:36])[CH2:26][CH2:25]1)=[O:23], predict the reactants needed to synthesize it. (7) Given the product [Cl:1][C:2]1[CH:7]=[C:6]([C:8]2[CH:12]=[N:11][NH:10][CH:9]=2)[C:5]([C:18]2[CH:23]=[C:22]([F:24])[CH:21]=[C:20]([F:25])[CH:19]=2)=[C:4]([CH:26]([NH:28][C:30]2[N:38]=[CH:37][N:36]=[C:35]3[C:31]=2[N:32]=[CH:33][NH:34]3)[CH3:27])[CH:3]=1, predict the reactants needed to synthesize it. The reactants are: [Cl:1][C:2]1[CH:7]=[C:6]([C:8]2[CH:9]=[N:10][N:11](C(OCC)C)[CH:12]=2)[C:5]([C:18]2[CH:23]=[C:22]([F:24])[CH:21]=[C:20]([F:25])[CH:19]=2)=[C:4]([CH:26]([NH2:28])[CH3:27])[CH:3]=1.Br[C:30]1[N:38]=[CH:37][N:36]=[C:35]2[C:31]=1[N:32]=[CH:33][N:34]2C1CCCCO1.C(N(CC)C(C)C)(C)C.Cl.O. (8) Given the product [OH:65][C:39]1[C:40]([CH2:62][CH2:63][CH3:64])=[C:41]([O:42][CH2:43][C:44]2[CH:45]=[CH:46][C:47]([C:50]([C:52]3[CH:59]=[CH:58][CH:57]=[C:54]([C:55]4[NH:33][N:32]=[N:31][N:56]=4)[CH:53]=3)=[CH2:51])=[CH:48][CH:49]=2)[CH:60]=[CH:61][C:38]=1[C:35](=[O:37])[CH3:36], predict the reactants needed to synthesize it. The reactants are: FC(C1C=CC=C(C2N[N:33]=[N:32][N:31]=2)C=1)C1C=CC(COC2C=CC(C(=O)C)=C(O)C=2CCC)=CC=1.[C:35]([C:38]1[CH:61]=[CH:60][C:41]([O:42][CH2:43][C:44]2[CH:49]=[CH:48][C:47]([C:50]([C:52]3[CH:53]=[C:54]([CH:57]=[CH:58][CH:59]=3)[C:55]#[N:56])=[CH2:51])=[CH:46][CH:45]=2)=[C:40]([CH2:62][CH2:63][CH3:64])[C:39]=1[OH:65])(=[O:37])[CH3:36]. (9) Given the product [F:11][C:9]1[CH:8]=[C:7]2[C:3]([CH2:4][O:5][C:6]2=[O:12])=[C:2](/[N:1]=[CH:18]/[C:17]2[CH:20]=[CH:21][C:14]([F:13])=[CH:15][CH:16]=2)[CH:10]=1, predict the reactants needed to synthesize it. The reactants are: [NH2:1][C:2]1[CH:10]=[C:9]([F:11])[CH:8]=[C:7]2[C:3]=1[CH2:4][O:5][C:6]2=[O:12].[F:13][C:14]1[CH:21]=[CH:20][C:17]([CH:18]=O)=[CH:16][CH:15]=1.[O-]S([O-])(=O)=O.[Mg+2].